Dataset: Catalyst prediction with 721,799 reactions and 888 catalyst types from USPTO. Task: Predict which catalyst facilitates the given reaction. (1) Reactant: [CH2:1]([NH:3][C:4]([NH:6][NH:7][C:8]([C:10]1[S:31][C:13]2=[CH:14][N:15]=[CH:16][C:17]([NH:18][C:19]3[CH:24]=[CH:23][C:22]([C:25]4[CH:30]=[CH:29][CH:28]=[CH:27][CH:26]=4)=[CH:21][CH:20]=3)=[C:12]2[CH:11]=1)=O)=[O:5])[CH3:2].C(=O)([O-])[O-].[K+].[K+]. Product: [C:22]1([C:25]2[CH:30]=[CH:29][CH:28]=[CH:27][CH:26]=2)[CH:21]=[CH:20][C:19]([NH:18][C:17]2[CH:16]=[N:15][CH:14]=[C:13]3[S:31][C:10]([C:8]4[N:3]([CH2:1][CH3:2])[C:4](=[O:5])[NH:6][N:7]=4)=[CH:11][C:12]=23)=[CH:24][CH:23]=1. The catalyst class is: 6. (2) Reactant: [CH3:1][O:2][C:3]1[CH:8]=[C:7]([C:9]2[CH:10]=[CH:11][C:12]3[N:13]([CH:15]=[C:16]([CH3:18])[N:17]=3)[N:14]=2)[CH:6]=[CH:5][C:4]=1[OH:19].[C:20]([NH:27][CH2:28][CH2:29]Br)([O:22][C:23]([CH3:26])([CH3:25])[CH3:24])=[O:21].C([O-])([O-])=O.[K+].[K+]. Product: [C:23]([O:22][C:20](=[O:21])[NH:27][CH2:28][CH2:29][O:19][C:4]1[CH:5]=[CH:6][C:7]([C:9]2[CH:10]=[CH:11][C:12]3[N:13]([CH:15]=[C:16]([CH3:18])[N:17]=3)[N:14]=2)=[CH:8][C:3]=1[O:2][CH3:1])([CH3:26])([CH3:25])[CH3:24]. The catalyst class is: 44. (3) Reactant: [Na+].[I-:2].ClN1C(=O)CCC1=O.[CH2:11]([O:13][C:14]([C:16]1[NH:17][C:18]2[C:23]([CH:24]=1)=[CH:22][C:21]([O:25][CH2:26][C:27]1[CH:32]=[CH:31][CH:30]=[CH:29][CH:28]=1)=[CH:20][CH:19]=2)=[O:15])[CH3:12].[O-]S([O-])(=S)=O.[Na+].[Na+]. Product: [CH2:11]([O:13][C:14]([C:16]1[NH:17][C:18]2[C:23]([C:24]=1[I:2])=[CH:22][C:21]([O:25][CH2:26][C:27]1[CH:32]=[CH:31][CH:30]=[CH:29][CH:28]=1)=[CH:20][CH:19]=2)=[O:15])[CH3:12]. The catalyst class is: 21. (4) Reactant: [OH:1][C:2]([CH2:4][CH2:5][CH2:6][CH2:7][C@H:8]1[C@@H:16]2[C@@H:11]([NH:12][C:13]([NH:15]2)=[O:14])[CH2:10][S:9]1)=O.[H-].[H-].[H-].[H-].[Li+].[Al+3]. Product: [OH:1][CH2:2][CH2:4][CH2:5][CH2:6][CH2:7][CH:8]1[CH:16]2[CH:11]([NH:12][C:13](=[O:14])[NH:15]2)[CH2:10][S:9]1. The catalyst class is: 17. (5) Reactant: C1(S([N:10]2[C:18]3[C:13](=[CH:14][C:15]([NH2:19])=[CH:16][CH:17]=3)[CH:12]=[C:11]2[C:20](=[O:36])[CH2:21][CH2:22][CH:23]2[CH2:28][CH2:27][N:26]([CH2:29][C:30]3[CH:35]=[CH:34][CH:33]=[CH:32][CH:31]=3)[CH2:25][CH2:24]2)(=O)=O)C=CC=CC=1. Product: [NH2:19][C:15]1[CH:14]=[C:13]2[C:18](=[CH:17][CH:16]=1)[NH:10][C:11]([C:20](=[O:36])[CH2:21][CH2:22][CH:23]1[CH2:24][CH2:25][N:26]([CH2:29][C:30]3[CH:31]=[CH:32][CH:33]=[CH:34][CH:35]=3)[CH2:27][CH2:28]1)=[CH:12]2. The catalyst class is: 273. (6) Reactant: C1(N2[C:12](=[O:13])[C:11]3[S:14][CH:15]=[C:16]([C:17]4[CH:22]=[CH:21][CH:20]=[CH:19][CH:18]=4)[C:10]=3[N:9]=[CH:8]2)C=CC=CC=1.NC1C(C2C=CC=CC=2)=CSC=1C(OC)=O.C(OCC)(OCC)OCC.[CH3:49][C:50]1[CH:56]=[CH:55][CH:54]=[C:53]([CH3:57])[C:51]=1[NH2:52]. Product: [CH3:49][C:50]1[CH:56]=[CH:55][CH:54]=[C:53]([CH3:57])[C:51]=1[N:52]1[C:12](=[O:13])[C:11]2[S:14][CH:15]=[C:16]([C:17]3[CH:22]=[CH:21][CH:20]=[CH:19][CH:18]=3)[C:10]=2[N:9]=[CH:8]1. The catalyst class is: 15. (7) Reactant: [N:1]1[CH:6]=[CH:5][C:4]([N:7]2[CH2:12][CH2:11][CH:10]([CH2:13][O:14][C:15]3[CH:24]=[C:23]4[C:18]([CH2:19][CH2:20][NH:21][CH2:22]4)=[CH:17][CH:16]=3)[CH2:9][CH2:8]2)=[CH:3][CH:2]=1.[C:25]1([N:31]=[C:32]=[S:33])[CH:30]=[CH:29][CH:28]=[CH:27][CH:26]=1. Product: [C:25]1([NH:31][C:32]([N:21]2[CH2:20][CH2:19][C:18]3[C:23](=[CH:24][C:15]([O:14][CH2:13][CH:10]4[CH2:9][CH2:8][N:7]([C:4]5[CH:5]=[CH:6][N:1]=[CH:2][CH:3]=5)[CH2:12][CH2:11]4)=[CH:16][CH:17]=3)[CH2:22]2)=[S:33])[CH:30]=[CH:29][CH:28]=[CH:27][CH:26]=1. The catalyst class is: 2.